From a dataset of Full USPTO retrosynthesis dataset with 1.9M reactions from patents (1976-2016). Predict the reactants needed to synthesize the given product. (1) Given the product [N:3]1[CH:4]=[CH:5][CH:6]=[CH:7][C:2]=1[NH:1][C:8](=[O:12])[C@H:9]([CH3:11])[OH:10], predict the reactants needed to synthesize it. The reactants are: [NH2:1][C:2]1[CH:7]=[CH:6][CH:5]=[CH:4][N:3]=1.[C:8](OC)(=[O:12])[C@H:9]([CH3:11])[OH:10]. (2) Given the product [CH:28]1([O:27][C:19]2[CH:18]=[C:17]([C:14]3[CH:15]=[CH:16][C:11]([CH2:10][CH2:9][N:8]([CH2:34][C@H:35]([OH:42])[C:36]4[CH:37]=[CH:38][CH:39]=[CH:40][CH:41]=4)[C:6](=[O:7])[O:5][C:1]([CH3:4])([CH3:3])[CH3:2])=[CH:12][CH:13]=3)[CH:22]=[CH:21][C:20]=2[CH2:23][C:24]([NH:59][S:56]([CH3:55])(=[O:58])=[O:57])=[O:25])[CH2:29][CH2:30][CH2:31][CH2:32][CH2:33]1, predict the reactants needed to synthesize it. The reactants are: [C:1]([O:5][C:6]([N:8]([CH2:34][C@H:35]([OH:42])[C:36]1[CH:41]=[CH:40][CH:39]=[CH:38][CH:37]=1)[CH2:9][CH2:10][C:11]1[CH:16]=[CH:15][C:14]([C:17]2[CH:22]=[CH:21][C:20]([CH2:23][C:24](O)=[O:25])=[C:19]([O:27][CH:28]3[CH2:33][CH2:32][CH2:31][CH2:30][CH2:29]3)[CH:18]=2)=[CH:13][CH:12]=1)=[O:7])([CH3:4])([CH3:3])[CH3:2].C(N1C=CN=C1)(N1C=CN=C1)=O.[CH3:55][S:56]([NH2:59])(=[O:58])=[O:57].C1CCN2C(=NCCC2)CC1.Cl. (3) Given the product [C:16]1([CH3:26])[CH:17]=[CH:18][C:19]([S:22]([OH:25])(=[O:23])=[O:24])=[CH:20][CH:21]=1.[CH3:1][N:2]([CH3:14])[C@H:3]([CH3:13])[CH2:4][O:5][C:6]1[CH:7]=[CH:8][C:9]([F:12])=[N:10][CH:11]=1, predict the reactants needed to synthesize it. The reactants are: [CH3:1][N:2]([CH3:14])[C@H:3]([CH3:13])[CH2:4][O:5][C:6]1[CH:7]=[CH:8][C:9]([F:12])=[N:10][CH:11]=1.O.[C:16]1([CH3:26])[CH:21]=[CH:20][C:19]([S:22]([OH:25])(=[O:24])=[O:23])=[CH:18][CH:17]=1.C(OCC)C.